This data is from Peptide-MHC class I binding affinity with 185,985 pairs from IEDB/IMGT. The task is: Regression. Given a peptide amino acid sequence and an MHC pseudo amino acid sequence, predict their binding affinity value. This is MHC class I binding data. (1) The peptide sequence is WTVNDIQKL. The MHC is HLA-A31:01 with pseudo-sequence HLA-A31:01. The binding affinity (normalized) is 0. (2) The peptide sequence is GTITGGVCYY. The MHC is HLA-A02:02 with pseudo-sequence HLA-A02:02. The binding affinity (normalized) is 0.0824. (3) The peptide sequence is DSVTSLDDL. The MHC is H-2-Db with pseudo-sequence H-2-Db. The binding affinity (normalized) is 0. (4) The peptide sequence is QASQEVKNW. The MHC is HLA-A29:02 with pseudo-sequence HLA-A29:02. The binding affinity (normalized) is 0. (5) The peptide sequence is HTAEIQQFF. The MHC is HLA-A30:01 with pseudo-sequence HLA-A30:01. The binding affinity (normalized) is 0.122.